The task is: Predict the reactants needed to synthesize the given product.. This data is from Full USPTO retrosynthesis dataset with 1.9M reactions from patents (1976-2016). Given the product [Br:1][C:2]1[CH:3]=[N:4][CH:5]=[C:6]([Br:9])[C:7]=1[Cl:12], predict the reactants needed to synthesize it. The reactants are: [Br:1][C:2]1[C:7](=O)[C:6]([Br:9])=[CH:5][NH:4][CH:3]=1.O=P(Cl)(Cl)[Cl:12].C(=O)([O-])O.[Na+].